From a dataset of Catalyst prediction with 721,799 reactions and 888 catalyst types from USPTO. Predict which catalyst facilitates the given reaction. (1) Product: [CH3:19][N:20]([C:2]1[N:7]=[C:6]([NH:11][CH3:10])[N:5]=[C:4]([N:34]2[CH2:35][CH2:36][N:31]([CH3:30])[CH2:32][CH2:33]2)[N:3]=1)[C@@H:21]1[CH2:26][CH2:25][C@H:24]([C:27]([OH:29])=[O:28])[CH2:23][CH2:22]1. The catalyst class is: 144. Reactant: Cl[C:2]1[N:7]=[C:6](Cl)[N:5]=[C:4](Cl)[N:3]=1.[CH3:10][NH2:11].C1COCC1.[OH-].[Na+].[CH3:19][NH:20][C@@H:21]1[CH2:26][CH2:25][C@H:24]([C:27]([OH:29])=[O:28])[CH2:23][CH2:22]1.[CH3:30][N:31]1[CH2:36][CH2:35][NH:34][CH2:33][CH2:32]1. (2) Reactant: [F:1][C:2]([F:22])([F:21])[C:3]1[CH:4]=[C:5]([NH:13][S:14]([CH2:17][CH2:18][CH2:19]Cl)(=[O:16])=[O:15])[CH:6]=[C:7]([C:9]([F:12])([F:11])[F:10])[CH:8]=1.[H-].[Na+].[Cl-].[NH4+]. Product: [F:1][C:2]([F:22])([F:21])[C:3]1[CH:4]=[C:5]([N:13]2[CH2:19][CH2:18][CH2:17][S:14]2(=[O:16])=[O:15])[CH:6]=[C:7]([C:9]([F:12])([F:11])[F:10])[CH:8]=1. The catalyst class is: 9.